Binary Classification. Given a miRNA mature sequence and a target amino acid sequence, predict their likelihood of interaction. From a dataset of Experimentally validated miRNA-target interactions with 360,000+ pairs, plus equal number of negative samples. (1) The miRNA is hsa-miR-3139 with sequence UAGGAGCUCAACAGAUGCCUGUU. The protein sequence of the target gene is MAEEVSTLMKATVLMRQPGRVQEIVGALRKGGGDRLQVISDFDMTLSRFAYNGKRCPSSYNILDNSKIISEECRKELTALLHHYYPIEIDPHRTVKEKLPHMVEWWTKAHNLLCQQKIQKFQIAQVVRESNAMLREGYKTFFNTLYHNNIPLFIFSAGIGDILEEIIRQMKVFHPNIHIVSNYMDFNEDGFLQGFKGQLIHTYNKNSSACENSGYFQQLEGKTNVILLGDSIGDLTMADGVPGVQNILKIGFLNDKVEERRERYMDSYDIVLEKDETLDVVNGLLQHILCQGVQLEMQGP.... Result: 0 (no interaction). (2) The miRNA is hsa-miR-532-3p with sequence CCUCCCACACCCAAGGCUUGCA. The protein sequence of the target gene is MSRRKQGNPQHLSQRELITPEADHVEAAILEEDEGLEIEEPSGLGLMVGGPDPDLLTCGQCQMNFPLGDILVFIEHKRKQCGGSLGACYDKALDKDSPPPSSRSELRKVSEPVEIGIQVTPDEDDHLLSPTKGICPKQENIAGPCRPAQLPAVAPIAASSHPHSSVITSPLRALGALPPCLPLPCCSARPVSGDGTQGEGQTEAPFGCQCQLSGKDEPSSYICTTCKQPFNSAWFLLQHAQNTHGFRIYLEPGPASSSLTPRLTIPPPLGPEAVAQSPLMNFLGDSNPFNLLRMTGPILR.... Result: 1 (interaction). (3) The miRNA is mmu-miR-706 with sequence AGAGAAACCCUGUCUCAAAAAA. The protein sequence of the target gene is MPGPPASPPPPMLLLLLLLTVGCARAAPLPQTGAGEVPVVEVPSLFVILSVCSLLILIVLIANCVSCCKDPEIDFKEFEDNFDDEIDFTPPAEDTPSIQSPAEVFTLSVPNISLPAPSQFQASVEGLKSQVARHSLNYIQEIGSGWFGKVLLGETYTGTSVARVIVKELKVSASPKEQDTFLKSGEPYYILQHPNVLQCVGQCVEAIPYLLVFEFCDLGDLKAYLHNEQEHVRGDSQTMLLQRMACEIAAGLAAMHKLHFLHSDLALRNCYLTSDLNVKVGDYGIGFSRYKEDYIETDDK.... Result: 1 (interaction).